This data is from Reaction yield outcomes from USPTO patents with 853,638 reactions. The task is: Predict the reaction yield, written as a fraction of the theoretical maximum amount of product (1.0 means a 100% yield; for example, 0.34 means a 34% yield). (1) The reactants are [Si]([O:8][CH2:9][CH2:10][N:11]([CH3:44])[C:12]([C:14]1[C:19]([O:20][CH2:21][C:22]2[CH:27]=[CH:26][CH:25]=[CH:24][CH:23]=2)=[C:18]([OH:28])[N:17]=[C:16]([CH2:29][C:30]2([N:35]3[C:39]4=[N:40][CH:41]=[CH:42][CH:43]=[C:38]4[CH:37]=[CH:36]3)[CH2:34][CH2:33][CH2:32][CH2:31]2)[N:15]=1)=[O:13])(C(C)(C)C)(C)C.Cl. The catalyst is O1CCCC1. The product is [OH:8][CH2:9][CH2:10][N:11]([CH3:44])[C:12]([C:14]1[C:19]([O:20][CH2:21][C:22]2[CH:27]=[CH:26][CH:25]=[CH:24][CH:23]=2)=[C:18]([OH:28])[N:17]=[C:16]([CH2:29][C:30]2([N:35]3[C:39]4=[N:40][CH:41]=[CH:42][CH:43]=[C:38]4[CH:37]=[CH:36]3)[CH2:34][CH2:33][CH2:32][CH2:31]2)[N:15]=1)=[O:13]. The yield is 0.860. (2) The reactants are [CH:1]([O:4][C:5]1[CH:10]=[CH:9][C:8]([NH2:11])=[CH:7][CH:6]=1)([CH3:3])[CH3:2].C(N1[CH:23]=[CH:22][N:21]=[CH:20]1)([N:21]1[CH:22]=[CH:23]N=[CH:20]1)=O.[C:24]([O:28][C:29](N1CCC(O)CC1)=[O:30])(C)(C)[CH3:25].FC(F)(F)C(O)=O. The catalyst is C(Cl)Cl. The product is [NH:21]1[CH2:20][CH2:25][CH:24]([O:28][C:29](=[O:30])[NH:11][C:8]2[CH:9]=[CH:10][C:5]([O:4][CH:1]([CH3:3])[CH3:2])=[CH:6][CH:7]=2)[CH2:23][CH2:22]1. The yield is 0.970. (3) The reactants are [CH:1]([NH:14][C:15]([C:17]1[C:18]([OH:32])=[N:19][C:20]([CH2:23][O:24]CC2C=CC=CC=2)=[N:21][CH:22]=1)=[O:16])([C:8]1[CH:13]=[CH:12][CH:11]=[CH:10][CH:9]=1)[C:2]1[CH:7]=[CH:6][CH:5]=[CH:4][CH:3]=1.C([O-])=O.[NH4+]. The catalyst is CO.[Pd]. The product is [CH:1]([NH:14][C:15]([C:17]1[C:18]([OH:32])=[N:19][C:20]([CH2:23][OH:24])=[N:21][CH:22]=1)=[O:16])([C:8]1[CH:9]=[CH:10][CH:11]=[CH:12][CH:13]=1)[C:2]1[CH:7]=[CH:6][CH:5]=[CH:4][CH:3]=1. The yield is 0.210. (4) The reactants are C([O:4][C@@H:5]1[C@@H:10]([N:11]=[N+:12]=[N-:13])[C@@H:9]([O:14]C(=O)C)[C@@H:8]([CH2:18][O:19]C(=O)C)[O:7][C@H:6]1[S:23][C@@H:24]1[O:37][C@H:36]([CH2:38][O:39]C(=O)C)[C@H:31]([O:32]C(=O)C)[C@H:30]([N:43]=[N+:44]=[N-:45])[C@H:25]1[O:26]C(=O)C)(=O)C.C(Cl)Cl.C[O-].[Na+].CCCCCCC.CCOC(C)=O. The yield is 0.750. The product is [N:11]([C@H:10]1[C@@H:9]([OH:14])[C@@H:8]([CH2:18][OH:19])[O:7][C@@H:6]([S:23][C@@H:24]2[O:37][C@H:36]([CH2:38][OH:39])[C@H:31]([OH:32])[C@H:30]([N:43]=[N+:44]=[N-:45])[C@H:25]2[OH:26])[C@@H:5]1[OH:4])=[N+:12]=[N-:13]. The catalyst is CO. (5) The product is [F:16][C:17]1[CH:24]=[CH:23][C:20]([CH2:21][CH:9]([C:8]([C:5]2[CH:4]=[CH:3][C:2]([F:1])=[CH:7][CH:6]=2)=[O:15])[C:10]([O:12][CH2:13][CH3:14])=[O:11])=[CH:19][CH:18]=1. The yield is 0.630. The catalyst is C(#N)C. The reactants are [F:1][C:2]1[CH:7]=[CH:6][C:5]([C:8](=[O:15])[CH2:9][C:10]([O:12][CH2:13][CH3:14])=[O:11])=[CH:4][CH:3]=1.[F:16][C:17]1[CH:24]=[CH:23][C:20]([CH2:21]Br)=[CH:19][CH:18]=1.C(=O)([O-])[O-].[K+].[K+].